Dataset: Forward reaction prediction with 1.9M reactions from USPTO patents (1976-2016). Task: Predict the product of the given reaction. (1) Given the reactants C1(C(=[N:14][C:15]2[CH:20]=[CH:19][C:18]3[C:21]4([CH2:36][O:37][C:17]=3[CH:16]=2)[C:29]2[C:24](=[CH:25][CH:26]=[CH:27][CH:28]=2)[N:23]([CH2:30][CH2:31][CH2:32][CH2:33][CH3:34])[C:22]4=[O:35])C2C=CC=CC=2)C=CC=CC=1.Cl, predict the reaction product. The product is: [NH2:14][C:15]1[CH:20]=[CH:19][C:18]2[C:21]3([CH2:36][O:37][C:17]=2[CH:16]=1)[C:29]1[C:24](=[CH:25][CH:26]=[CH:27][CH:28]=1)[N:23]([CH2:30][CH2:31][CH2:32][CH2:33][CH3:34])[C:22]3=[O:35]. (2) The product is: [CH3:16][C:14]1([CH3:15])[C:10]([CH3:31])([CH3:9])[O:11][B:12]([CH:17]2[CH2:1][CH:18]2[CH2:19][NH:20][C:21](=[O:30])[O:22][CH2:23][C:24]2[CH:29]=[CH:28][CH:27]=[CH:26][CH:25]=2)[O:13]1. Given the reactants [CH2:1]([Zn]CC)C.ICI.[CH3:9][C:10]1([CH3:31])[C:14]([CH3:16])([CH3:15])[O:13][B:12](/[CH:17]=[CH:18]/[CH2:19][NH:20][C:21](=[O:30])[O:22][CH2:23][C:24]2[CH:29]=[CH:28][CH:27]=[CH:26][CH:25]=2)[O:11]1, predict the reaction product. (3) Given the reactants [CH2:1]([O:3][C:4](=[O:20])[C:5]1[CH:10]=[C:9]([N:11]2[CH2:16][CH2:15][CH2:14][CH2:13][CH2:12]2)[CH:8]=[CH:7][C:6]=1[N+:17]([O-])=O)[CH3:2].[H][H], predict the reaction product. The product is: [CH2:1]([O:3][C:4](=[O:20])[C:5]1[CH:10]=[C:9]([N:11]2[CH2:16][CH2:15][CH2:14][CH2:13][CH2:12]2)[CH:8]=[CH:7][C:6]=1[NH2:17])[CH3:2]. (4) Given the reactants [Cl:1][C:2]1[CH:3]=[CH:4][C:5]([O:25][CH:26]([F:28])[F:27])=[C:6]([C:8]2[C:12]([NH:13][C:14]([C:16]3[CH:17]=[N:18][N:19]4[CH:24]=[CH:23][CH:22]=[N:21][C:20]=34)=[O:15])=[CH:11][NH:10][N:9]=2)[CH:7]=1.Br[CH2:30][CH2:31][C:32]#[N:33].C([O-])([O-])=O.[Cs+].[Cs+], predict the reaction product. The product is: [Cl:1][C:2]1[CH:3]=[CH:4][C:5]([O:25][CH:26]([F:28])[F:27])=[C:6]([C:8]2[C:12]([NH:13][C:14]([C:16]3[CH:17]=[N:18][N:19]4[CH:24]=[CH:23][CH:22]=[N:21][C:20]=34)=[O:15])=[CH:11][N:10]([CH2:30][CH2:31][C:32]#[N:33])[N:9]=2)[CH:7]=1. (5) Given the reactants [N+:1]([C:4]1[C:5]([NH2:14])=[N:6][CH:7]=[C:8]([C:10]([F:13])([F:12])[F:11])[CH:9]=1)([O-])=O.[Sn].CN(C=O)C.C([O-])(O)=O.[Na+], predict the reaction product. The product is: [F:13][C:10]([F:11])([F:12])[C:8]1[CH:9]=[C:4]([NH2:1])[C:5]([NH2:14])=[N:6][CH:7]=1.